From a dataset of Catalyst prediction with 721,799 reactions and 888 catalyst types from USPTO. Predict which catalyst facilitates the given reaction. (1) Reactant: CCN(C(C)C)C(C)C.[F:10][C:11]([F:31])([F:30])[C:12]1[CH:17]=[CH:16][CH:15]=[CH:14][C:13]=1[C:18]1[NH:22][N:21]=[C:20]([C:23]([NH:25][CH2:26][C:27]([OH:29])=O)=[O:24])[CH:19]=1.C1C=CC2N(O)N=NC=2C=1.CCN=C=NCCCN(C)C.Cl.[N:54]1([C:60]([C:62]2[CH:67]=[CH:66][CH:65]=[CH:64][C:63]=2[C:68]([F:71])([F:70])[F:69])=[O:61])[CH2:59][CH2:58][NH:57][CH2:56][CH2:55]1. The catalyst class is: 18. Product: [O:29]=[C:27]([N:57]1[CH2:58][CH2:59][N:54]([C:60](=[O:61])[C:62]2[CH:67]=[CH:66][CH:65]=[CH:64][C:63]=2[C:68]([F:71])([F:69])[F:70])[CH2:55][CH2:56]1)[CH2:26][NH:25][C:23]([C:20]1[CH:19]=[C:18]([C:13]2[CH:14]=[CH:15][CH:16]=[CH:17][C:12]=2[C:11]([F:10])([F:31])[F:30])[NH:22][N:21]=1)=[O:24]. (2) Reactant: [CH:1]([N:4]1[CH2:9][CH2:8][C:7](=O)[CH2:6][CH2:5]1)([CH3:3])[CH3:2].[CH2:11]([NH2:18])[C:12]1[CH:17]=[CH:16][CH:15]=[CH:14][CH:13]=1.[N+]([CH:22]=[CH:23][C:24]1[CH:29]=[CH:28][CH:27]=[CH:26][CH:25]=1)([O-])=O.C(O)(=O)C(CC(O)=O)O. Product: [CH2:11]([N:18]1[C:7]2[CH2:8][CH2:9][N:4]([CH:1]([CH3:3])[CH3:2])[CH2:5][C:6]=2[C:23]([C:24]2[CH:29]=[CH:28][CH:27]=[CH:26][CH:25]=2)=[CH:22]1)[C:12]1[CH:17]=[CH:16][CH:15]=[CH:14][CH:13]=1. The catalyst class is: 25. (3) Reactant: [CH3:1][O:2][C:3]1[CH:4]=[C:5]([NH:11][C:12]2[N:17]=[C:16]([N:18]3[CH:22]=[CH:21][C:20]([C:23]([F:26])([F:25])[F:24])=[N:19]3)[C:15]([C:27]3[CH:28]=[C:29]([C:35]([O:37]C)=[O:36])[C:30]([S:33][CH3:34])=[N:31][CH:32]=3)=[CH:14][N:13]=2)[CH:6]=[C:7]([O:9][CH3:10])[CH:8]=1.[OH-].[Na+].Cl. Product: [CH3:1][O:2][C:3]1[CH:4]=[C:5]([NH:11][C:12]2[N:17]=[C:16]([N:18]3[CH:22]=[CH:21][C:20]([C:23]([F:25])([F:24])[F:26])=[N:19]3)[C:15]([C:27]3[CH:28]=[C:29]([C:35]([OH:37])=[O:36])[C:30]([S:33][CH3:34])=[N:31][CH:32]=3)=[CH:14][N:13]=2)[CH:6]=[C:7]([O:9][CH3:10])[CH:8]=1. The catalyst class is: 20. (4) Reactant: [NH2:1][C:2]1[C:10]([N+:11]([O-:13])=[O:12])=[CH:9][CH:8]=[CH:7][C:3]=1[C:4]([OH:6])=[O:5].[Cl:14]N1C(=O)CCC1=O.O. Product: [NH2:1][C:2]1[C:10]([N+:11]([O-:13])=[O:12])=[CH:9][C:8]([Cl:14])=[CH:7][C:3]=1[C:4]([OH:6])=[O:5]. The catalyst class is: 15.